From a dataset of Reaction yield outcomes from USPTO patents with 853,638 reactions. Predict the reaction yield, written as a fraction of the theoretical maximum amount of product (1.0 means a 100% yield; for example, 0.34 means a 34% yield). (1) The reactants are [Br:1][C:2]1[CH:3]=[C:4]2[C:13](=[CH:14][CH:15]=1)[C:12]1[N:8]([CH:9]=[C:10]([C:16]([NH2:18])=[O:17])[N:11]=1)[CH2:7][CH2:6][O:5]2.[CH3:19][N:20]([CH:22](OC)OC)[CH3:21]. The catalyst is O1CCOCC1. The product is [Br:1][C:2]1[CH:3]=[C:4]2[C:13](=[CH:14][CH:15]=1)[C:12]1[N:8]([CH:9]=[C:10]([C:16](/[N:18]=[CH:19]/[N:20]([CH3:22])[CH3:21])=[O:17])[N:11]=1)[CH2:7][CH2:6][O:5]2. The yield is 0.680. (2) The reactants are [Cl:1][C:2]1[CH:3]=[C:4]2[C:8](=[C:9]([NH:11][CH:12]3[CH2:16][CH2:15][CH2:14][CH2:13]3)[CH:10]=1)[NH:7][C:6]([C:17]1[S:18][CH2:19][C@@H:20]([CH2:22][CH2:23]O)[N:21]=1)=[CH:5]2.[CH3:25][S:26]([O-])(=[O:28])=[O:27].[Na+]. The catalyst is CN(C)C=O. The product is [Cl:1][C:2]1[CH:3]=[C:4]2[C:8](=[C:9]([NH:11][CH:12]3[CH2:16][CH2:15][CH2:14][CH2:13]3)[CH:10]=1)[NH:7][C:6]([C:17]1[S:18][CH2:19][C@@H:20]([CH2:22][CH2:23][S:26]([CH3:25])(=[O:28])=[O:27])[N:21]=1)=[CH:5]2. The yield is 0.450. (3) The reactants are [NH:1]1[CH2:6][CH2:5][CH:4]([CH2:7][CH2:8][OH:9])[CH2:3][CH2:2]1.C(N(CC)C(C)C)(C)C.[C:19]([Si:23]([CH3:26])([CH3:25])[Cl:24])([CH3:22])([CH3:21])[CH3:20]. The catalyst is ClCCl. The product is [ClH:24].[C:19]([Si:23]([CH3:26])([CH3:25])[O:9][CH2:8][CH2:7][CH:4]1[CH2:5][CH2:6][NH:1][CH2:2][CH2:3]1)([CH3:22])([CH3:21])[CH3:20]. The yield is 0.800. (4) The reactants are O.[O:2]=[CH:3][C@@H:4]([C@H:6]([C@@H:8]([C@@H:10]([CH2:12][OH:13])[OH:11])[OH:9])[OH:7])[OH:5].[C:14]([O-:26])(=[O:25])[CH2:15][C:16]([CH2:21][C:22]([O-:24])=[O:23])([C:18]([O-:20])=[O:19])[OH:17].[NH4+:27].[NH4+].[NH4+]. No catalyst specified. The product is [C:14]([O-:26])(=[O:25])[CH2:15][C:16]([CH2:21][C:22]([O-:24])=[O:23])([C:18]([O-:20])=[O:19])[OH:17].[NH4+:27].[NH4+:27].[NH4+:27].[O:2]=[CH:3][C@@H:4]([C@H:6]([C@@H:8]([C@@H:10]([CH2:12][OH:13])[OH:11])[OH:9])[OH:7])[OH:5]. The yield is 0.300. (5) The reactants are [C:1]([C:3]1[CH:10]=[CH:9][C:6]([C:7]#[N:8])=[CH:5][CH:4]=1)#[CH:2].I[C:12]1[CH:19]=[CH:18][C:15]([CH:16]=[O:17])=[CH:14][CH:13]=1.C(N(CC)CC)C. The catalyst is C1COCC1.Cl[Pd](Cl)([P](C1C=CC=CC=1)(C1C=CC=CC=1)C1C=CC=CC=1)[P](C1C=CC=CC=1)(C1C=CC=CC=1)C1C=CC=CC=1.[Cu]I. The product is [CH:16]([C:15]1[CH:18]=[CH:19][C:12]([C:2]#[C:1][C:3]2[CH:10]=[CH:9][C:6]([C:7]#[N:8])=[CH:5][CH:4]=2)=[CH:13][CH:14]=1)=[O:17]. The yield is 0.900. (6) The reactants are [C@@H:1]12[CH2:7][NH:6][C@@H:5]1[CH2:4][N:3]([C:8]([O:10][CH2:11][C:12]1[CH:17]=[CH:16][CH:15]=[CH:14][CH:13]=1)=[O:9])[CH2:2]2.Br[C:19]1[CH:20]=[C:21]([CH3:26])[C:22]([Cl:25])=[N:23][CH:24]=1. No catalyst specified. The product is [Cl:25][C:22]1[N:23]=[CH:24][C:19]([N:6]2[CH2:7][C@@H:1]3[C@H:5]2[CH2:4][N:3]([C:8]([O:10][CH2:11][C:12]2[CH:17]=[CH:16][CH:15]=[CH:14][CH:13]=2)=[O:9])[CH2:2]3)=[CH:20][C:21]=1[CH3:26]. The yield is 0.110.